This data is from Forward reaction prediction with 1.9M reactions from USPTO patents (1976-2016). The task is: Predict the product of the given reaction. (1) Given the reactants C(O[BH-](OC(=O)C)OC(=O)C)(=O)C.[Na+].FC(CC(O)=O)(F)F.[NH2:23][C:24]1[CH:29]=[CH:28][C:27]([S:30]([NH2:33])(=[O:32])=[O:31])=[CH:26][C:25]=1[N+:34]([O-:36])=[O:35].[CH3:37][C:38]1([CH:44]=O)[CH2:43][CH2:42][O:41][CH2:40][CH2:39]1.C(=O)(O)[O-].[Na+], predict the reaction product. The product is: [CH3:37][C:38]1([CH2:44][NH:23][C:24]2[CH:29]=[CH:28][C:27]([S:30]([NH2:33])(=[O:32])=[O:31])=[CH:26][C:25]=2[N+:34]([O-:36])=[O:35])[CH2:43][CH2:42][O:41][CH2:40][CH2:39]1. (2) Given the reactants C([C:4]1[CH:9]=[CH:8][CH:7]=[CH:6][C:5]=1[O:10][CH2:11][CH:12]=[CH2:13])(C)C.[O-:14][C:15]1[CH:20]=[CH:19][CH:18]=[CH:17][CH:16]=1.[Li+].[CH2:22]1COCC1, predict the reaction product. The product is: [CH3:22][O:14][C:15]1[CH:20]=[CH:19][C:18]([CH:11]([O:10][C:5]2[CH:4]=[CH:9][CH:8]=[CH:7][CH:6]=2)[CH:12]=[CH2:13])=[CH:17][CH:16]=1. (3) Given the reactants OS(O)(=O)=O.[C:6]([OH:14])(=[O:13])[CH:7]1[CH:12]=[CH:11][CH2:10][CH:9]=[CH:8]1.[CH3:15]O, predict the reaction product. The product is: [CH3:15][O:13][C:6]([CH:7]1[CH:12]=[CH:11][CH2:10][CH:9]=[CH:8]1)=[O:14]. (4) Given the reactants [Br:1][C:2]1[C:3]([F:14])=[C:4]2[C:8](=[CH:9][CH:10]=1)[N:7](C(=O)C)[N:6]=[CH:5]2, predict the reaction product. The product is: [Br:1][C:2]1[C:3]([F:14])=[C:4]2[C:8](=[CH:9][CH:10]=1)[NH:7][N:6]=[CH:5]2. (5) Given the reactants [CH3:1][C:2]1[N:6]2[C:7]3[CH:13]=[C:12]([CH3:14])[N:11]([CH2:15][C:16]4[CH:21]=[CH:20][C:19]([CH2:22]O)=[CH:18][CH:17]=4)[C:8]=3[CH:9]=[CH:10][C:5]2=[N:4][N:3]=1.[NH:24]1[CH2:28][CH2:27][CH2:26][CH2:25]1, predict the reaction product. The product is: [CH3:1][C:2]1[N:6]2[C:7]3[CH:13]=[C:12]([CH3:14])[N:11]([CH2:15][C:16]4[CH:21]=[CH:20][C:19]([CH2:22][N:24]5[CH2:28][CH2:27][CH2:26][CH2:25]5)=[CH:18][CH:17]=4)[C:8]=3[CH:9]=[CH:10][C:5]2=[N:4][N:3]=1. (6) Given the reactants C(OC([N:8]1[CH2:11][C:10]2([C:15](=[N:16][O:17][CH3:18])[CH2:14][N:13]([C:19]3[C:28]([F:29])=[C:27]4[C:22]([C:23](=[O:36])[C:24]([C:33]([OH:35])=[O:34])=[CH:25][N:26]4[CH:30]4[CH2:32][CH2:31]4)=[CH:21][C:20]=3[F:37])[CH2:12]2)[CH2:9]1)=O)(C)(C)C.FC(F)(F)C(O)=O.C(OCC)C, predict the reaction product. The product is: [CH:30]1([N:26]2[C:27]3[C:22](=[CH:21][C:20]([F:37])=[C:19]([N:13]4[CH2:14][C:15](=[N:16][O:17][CH3:18])[C:10]5([CH2:11][NH:8][CH2:9]5)[CH2:12]4)[C:28]=3[F:29])[C:23](=[O:36])[C:24]([C:33]([OH:35])=[O:34])=[CH:25]2)[CH2:31][CH2:32]1. (7) Given the reactants Br[C:2]1[N:7]=[N:6][C:5]([NH2:8])=[N:4][C:3]=1[C:9]1[CH:14]=[CH:13][CH:12]=[CH:11][CH:10]=1.[F:15][C:16]([F:27])([F:26])[C:17]1[CH:18]=[C:19](B(O)O)[CH:20]=[CH:21][CH:22]=1, predict the reaction product. The product is: [C:9]1([C:3]2[N:4]=[C:5]([NH2:8])[N:6]=[N:7][C:2]=2[C:21]2[CH:20]=[CH:19][CH:18]=[C:17]([C:16]([F:27])([F:26])[F:15])[CH:22]=2)[CH:14]=[CH:13][CH:12]=[CH:11][CH:10]=1. (8) The product is: [F:3][CH2:4][C@@H:5]([CH3:33])[CH2:6][N:7]1[C@H:19]([CH3:20])[CH2:18][C:17]2[C:16]3[C:11](=[CH:12][CH:13]=[CH:14][CH:15]=3)[NH:10][C:9]=2[C@H:8]1[C:21]1[CH:22]=[CH:23][C:24](/[CH:27]=[CH:28]/[C:29]([OH:31])=[O:30])=[CH:25][CH:26]=1. Given the reactants [OH-].[Na+].[F:3][CH2:4][C@@H:5]([CH3:33])[CH2:6][N:7]1[C@H:19]([CH3:20])[CH2:18][C:17]2[C:16]3[C:11](=[CH:12][CH:13]=[CH:14][CH:15]=3)[NH:10][C:9]=2[C@H:8]1[C:21]1[CH:26]=[CH:25][C:24](/[CH:27]=[CH:28]/[C:29]([O:31]C)=[O:30])=[CH:23][CH:22]=1, predict the reaction product. (9) Given the reactants [C:1]([O:5][C:6]([N:8]1[CH2:13][CH2:12][CH:11]([C@@:14]2([CH3:24])[O:23][C:17]3=[CH:18][N:19]=[C:20](Cl)[CH:21]=[C:16]3[CH2:15]2)[CH2:10][CH2:9]1)=[O:7])([CH3:4])([CH3:3])[CH3:2].[CH3:25][S:26]([C:29]1[CH:34]=[CH:33][C:32](B(O)O)=[CH:31][CH:30]=1)(=[O:28])=[O:27], predict the reaction product. The product is: [C:1]([O:5][C:6]([N:8]1[CH2:13][CH2:12][CH:11]([C@@:14]2([CH3:24])[O:23][C:17]3=[CH:18][N:19]=[C:20]([C:32]4[CH:33]=[CH:34][C:29]([S:26]([CH3:25])(=[O:28])=[O:27])=[CH:30][CH:31]=4)[CH:21]=[C:16]3[CH2:15]2)[CH2:10][CH2:9]1)=[O:7])([CH3:4])([CH3:3])[CH3:2].